This data is from Catalyst prediction with 721,799 reactions and 888 catalyst types from USPTO. The task is: Predict which catalyst facilitates the given reaction. (1) Reactant: [CH3:1][C:2]1[CH:7]=[CH:6][C:5]([S:8]([O:11][CH2:12][CH:13]2[CH2:17][C:16]3[CH:18]=[CH:19][CH:20]=[C:21](Br)[C:15]=3[O:14]2)(=[O:10])=[O:9])=[CH:4][CH:3]=1.[Cl:23][C:24]1[CH:25]=[C:26](B(O)O)[CH:27]=[CH:28][CH:29]=1.C(=O)([O-])[O-].[K+].[K+].CC1C=CC(S(OCC2CC3C(C4C=CC=CC=4)=CC=CC=3O2)(=O)=O)=CC=1. Product: [CH3:1][C:2]1[CH:7]=[CH:6][C:5]([S:8]([O:11][CH2:12][CH:13]2[CH2:17][C:16]3[CH:18]=[CH:19][CH:20]=[C:21]([C:29]4[CH:28]=[CH:27][CH:26]=[CH:25][C:24]=4[Cl:23])[C:15]=3[O:14]2)(=[O:10])=[O:9])=[CH:4][CH:3]=1. The catalyst class is: 608. (2) Reactant: [O-][N+:2]1[C:11]2[C:6](=[CH:7][CH:8]=[CH:9][CH:10]=2)[C:5]([C@@H:12]2[CH2:17][CH2:16][N:15]([C:18]([O:20][C:21]([CH3:24])([CH3:23])[CH3:22])=[O:19])[CH2:14][C@H:13]2[C:25]([O:27][CH2:28][CH3:29])=[O:26])=[CH:4][CH:3]=1.C(N(CC)CC)C.FC(F)(F)C(OC(=O)C(F)(F)F)=O.[OH-].[Na+].S([O:57][CH3:58])(OC)(=O)=O. Product: [CH3:3][N:2]1[C:11]2[C:6](=[CH:7][CH:8]=[CH:9][CH:10]=2)[C:5]([C@@H:12]2[CH2:17][CH2:16][N:15]([C:18]([O:20][C:21]([CH3:23])([CH3:24])[CH3:22])=[O:19])[CH2:14][C@H:13]2[C:25]([O:27][CH2:28][CH3:29])=[O:26])=[CH:4][C:58]1=[O:57]. The catalyst class is: 442.